Dataset: Catalyst prediction with 721,799 reactions and 888 catalyst types from USPTO. Task: Predict which catalyst facilitates the given reaction. (1) Reactant: [Br:1][C:2]1[CH:3]=[C:4]2[C:9](=[C:10]([Br:19])[C:11]=1[CH2:12][N:13]1[CH2:18][CH2:17][NH:16][CH2:15][CH2:14]1)[N:8]=[CH:7][N:6]([CH2:20][C:21]1[CH:26]=[C:25]([Cl:27])[CH:24]=[CH:23][C:22]=1[S:28]([CH2:31][CH3:32])(=[O:30])=[O:29])[C:5]2=[O:33].[C:34]1(=O)[CH2:39][CH2:38][CH2:37][CH2:36][CH2:35]1. Product: [Br:1][C:2]1[CH:3]=[C:4]2[C:9](=[C:10]([Br:19])[C:11]=1[CH2:12][N:13]1[CH2:18][CH2:17][N:16]([CH:34]3[CH2:39][CH2:38][CH2:37][CH2:36][CH2:35]3)[CH2:15][CH2:14]1)[N:8]=[CH:7][N:6]([CH2:20][C:21]1[CH:26]=[C:25]([Cl:27])[CH:24]=[CH:23][C:22]=1[S:28]([CH2:31][CH3:32])(=[O:29])=[O:30])[C:5]2=[O:33]. The catalyst class is: 12. (2) Reactant: [OH:1][C@:2]12[C@@H:9]([CH2:10][OH:11])[O:8][C@@H:7]([N:12]3[CH:20]=[C:18]([CH3:19])[C:16](=[O:17])[NH:15][C:13]3=[O:14])[C@@:6]1([O:21][CH3:22])[O:5][CH2:4][CH2:3]2.[CH3:23][O:24][C:25]1[CH:46]=[CH:45][C:28]([C:29](Cl)([C:38]2[CH:43]=[CH:42][CH:41]=[CH:40][CH:39]=2)[C:30]2[CH:35]=[CH:34][C:33]([O:36][CH3:37])=[CH:32][CH:31]=2)=[CH:27][CH:26]=1.C1(C)C=CC=CC=1.C(=O)([O-])O.[Na+]. Product: [CH3:37][O:36][C:33]1[CH:32]=[CH:31][C:30]([C:29]([O:11][CH2:10][C@H:9]2[O:8][C@@H:7]([N:12]3[CH:20]=[C:18]([CH3:19])[C:16](=[O:17])[NH:15][C:13]3=[O:14])[C@:6]3([O:21][CH3:22])[C@@:2]2([OH:1])[CH2:3][CH2:4][O:5]3)([C:38]2[CH:39]=[CH:40][CH:41]=[CH:42][CH:43]=2)[C:28]2[CH:45]=[CH:46][C:25]([O:24][CH3:23])=[CH:26][CH:27]=2)=[CH:35][CH:34]=1. The catalyst class is: 529. (3) Reactant: [C:1]([OH:9])(=[O:8])[C:2]1[CH:7]=[CH:6][CH:5]=[N:4][CH:3]=1.C(=O)(O)[O-].[Na+].S([O-])([O-])(=O)=O.C([N+](CCCC)(CCCC)CCCC)CCC.C([N+](CCCC)(CCCC)CCCC)CCC.[Cl:54][CH2:55]S(Cl)(=O)=O. Product: [N:4]1[CH:5]=[CH:6][CH:7]=[C:2]([C:1]([O:9][CH2:55][Cl:54])=[O:8])[CH:3]=1. The catalyst class is: 46. (4) Product: [Br:1][C:2]1[CH:3]=[C:4]([CH3:29])[C:5]([N:8]2[CH2:13][CH2:12][N:11]([C:14]3[CH:19]=[C:18]([C:20]4[CH:25]=[CH:24][C:23]([F:26])=[CH:22][CH:21]=4)[N:17]=[C:16]([N:33]4[CH2:34][CH2:35][CH2:36][C@H:32]4[CH3:31])[N:15]=3)[C@H:10]([CH3:28])[CH2:9]2)=[N:6][CH:7]=1. Reactant: [Br:1][C:2]1[CH:3]=[C:4]([CH3:29])[C:5]([N:8]2[CH2:13][CH2:12][N:11]([C:14]3[CH:19]=[C:18]([C:20]4[CH:25]=[CH:24][C:23]([F:26])=[CH:22][CH:21]=4)[N:17]=[C:16](Cl)[N:15]=3)[C@H:10]([CH3:28])[CH2:9]2)=[N:6][CH:7]=1.Br.[CH3:31][C@@H:32]1[CH2:36][CH2:35][CH2:34][NH:33]1.C([O-])([O-])=O.[K+].[K+]. The catalyst class is: 44.